Predict which catalyst facilitates the given reaction. From a dataset of Catalyst prediction with 721,799 reactions and 888 catalyst types from USPTO. (1) Reactant: [NH2:1][C:2]1[CH:11]=[CH:10][C:9]2[C:4](=[CH:5][CH:6]=[CH:7][CH:8]=2)[C:3]=1[C:12]1[C:21]2[C:16](=[CH:17][CH:18]=[CH:19][CH:20]=2)[CH:15]=[CH:14][C:13]=1[P:22]([C:29]1[CH:34]=[CH:33][CH:32]=[CH:31][CH:30]=1)[C:23]1[CH:28]=[CH:27][CH:26]=[CH:25][CH:24]=1.N1C=CC=CC=1.[C:41](Cl)(=[O:48])[C:42]1[CH:47]=[CH:46][CH:45]=[CH:44][CH:43]=1.[Cl-].[NH4+]. Product: [C:41]([NH:1][C:2]1[CH:11]=[CH:10][C:9]2[C:4](=[CH:5][CH:6]=[CH:7][CH:8]=2)[C:3]=1[C:12]1[C:21]2[C:16](=[CH:17][CH:18]=[CH:19][CH:20]=2)[CH:15]=[CH:14][C:13]=1[P:22]([C:29]1[CH:30]=[CH:31][CH:32]=[CH:33][CH:34]=1)[C:23]1[CH:24]=[CH:25][CH:26]=[CH:27][CH:28]=1)(=[O:48])[C:42]1[CH:47]=[CH:46][CH:45]=[CH:44][CH:43]=1. The catalyst class is: 2. (2) Reactant: Cl[C:2]1[C:3]2[CH:10]=[CH:9][N:8]([C@H:11]3[C@H:18]4[C@H:14]([O:15][C:16]([CH3:20])([CH3:19])[O:17]4)[C@H:13]([C@H:21]4[CH2:25][O:24][C:23]([CH3:27])([CH3:26])[O:22]4)[O:12]3)[C:4]=2[N:5]=[CH:6][N:7]=1.[Zn](C)[CH3:29].C1(C)C=CC=CC=1. Product: [CH3:27][C:23]1([CH3:26])[O:22][C@@H:21]([C@H:13]2[C@H:14]3[O:15][C:16]([CH3:20])([CH3:19])[O:17][C@H:18]3[C@H:11]([N:8]3[C:4]4[N:5]=[CH:6][N:7]=[C:2]([CH3:29])[C:3]=4[CH:10]=[CH:9]3)[O:12]2)[CH2:25][O:24]1. The catalyst class is: 176.